Dataset: Full USPTO retrosynthesis dataset with 1.9M reactions from patents (1976-2016). Task: Predict the reactants needed to synthesize the given product. (1) Given the product [ClH:29].[CH3:28][C:12]1([C:25]([OH:27])=[O:26])[CH2:11][NH:10][C:15]2[CH:16]=[C:17]([O:20][C:21]([F:22])([F:23])[F:24])[CH:18]=[CH:19][C:14]=2[O:13]1, predict the reactants needed to synthesize it. The reactants are: COC1C=CC(C[N:10]2[C:15]3[CH:16]=[C:17]([O:20][C:21]([F:24])([F:23])[F:22])[CH:18]=[CH:19][C:14]=3[O:13][C:12]([CH3:28])([C:25]([OH:27])=[O:26])[CH2:11]2)=CC=1.[ClH:29]. (2) The reactants are: C([N:8]1[CH2:13][CH2:12][N:11](CC2C=CC=CC=2)[CH2:10][C@@H:9]1[CH2:21][CH2:22][C:23]1[CH:32]=[CH:31][C:30]2[C:25](=[CH:26][CH:27]=[CH:28][CH:29]=2)[CH:24]=1)C1C=CC=CC=1.C([O-])=O.[NH4+]. Given the product [CH:24]1[C:25]2[C:30](=[CH:29][CH:28]=[CH:27][CH:26]=2)[CH:31]=[CH:32][C:23]=1[CH2:22][CH2:21][C@H:9]1[CH2:10][NH:11][CH2:12][CH2:13][NH:8]1, predict the reactants needed to synthesize it.